This data is from Catalyst prediction with 721,799 reactions and 888 catalyst types from USPTO. The task is: Predict which catalyst facilitates the given reaction. (1) Reactant: [F:1][C:2]1[CH:3]=[C:4]([NH:17][C:18](=O)[O:19]C2C=CC=CC=2)[CH:5]=[CH:6][C:7]=1[B:8]1[O:12][C:11]([CH3:14])([CH3:13])[C:10]([CH3:16])([CH3:15])[O:9]1.C(N(CC)CC)C.Cl.[F:35][CH2:36][CH2:37][NH2:38]. The catalyst class is: 3. Product: [F:1][C:2]1[CH:3]=[C:4]([NH:17][C:18]([NH:38][CH2:37][CH2:36][F:35])=[O:19])[CH:5]=[CH:6][C:7]=1[B:8]1[O:12][C:11]([CH3:13])([CH3:14])[C:10]([CH3:16])([CH3:15])[O:9]1. (2) Reactant: [C:1]([O:14][CH2:15][C@@H:16]([O:45][C:46](=[O:58])[CH2:47][CH2:48][CH2:49][CH2:50][CH2:51][CH2:52][CH2:53][CH2:54][CH2:55][CH2:56][CH3:57])[CH2:17][S:18][CH2:19][C@H:20]([NH2:44])[C:21]([NH:23][CH2:24][CH2:25][C:26]1[CH:31]=[CH:30][C:29]([O:32][CH2:33][CH2:34][CH2:35][P:36]([O:41]CC)([O:38]CC)=[O:37])=[CH:28][CH:27]=1)=[O:22])(=[O:13])[CH2:2][CH2:3][CH2:4][CH2:5][CH2:6][CH2:7][CH2:8][CH2:9][CH2:10][CH2:11][CH3:12].C[Si](Br)(C)C. Product: [NH2:44][C@@H:20]([CH2:19][S:18][CH2:17][C@H:16]([O:45][C:46](=[O:58])[CH2:47][CH2:48][CH2:49][CH2:50][CH2:51][CH2:52][CH2:53][CH2:54][CH2:55][CH2:56][CH3:57])[CH2:15][O:14][C:1](=[O:13])[CH2:2][CH2:3][CH2:4][CH2:5][CH2:6][CH2:7][CH2:8][CH2:9][CH2:10][CH2:11][CH3:12])[C:21]([NH:23][CH2:24][CH2:25][C:26]1[CH:31]=[CH:30][C:29]([O:32][CH2:33][CH2:34][CH2:35][P:36](=[O:37])([OH:41])[OH:38])=[CH:28][CH:27]=1)=[O:22]. The catalyst class is: 2. (3) Reactant: Br[C:2]1[CH:7]=[CH:6][C:5]([F:8])=[CH:4][N:3]=1.C([O-])([O-])=O.[Na+].[Na+].[OH:15][C:16]1[CH:21]=[CH:20][C:19](B(O)O)=[CH:18][CH:17]=1. Product: [F:8][C:5]1[CH:6]=[CH:7][C:2]([C:19]2[CH:20]=[CH:21][C:16]([OH:15])=[CH:17][CH:18]=2)=[N:3][CH:4]=1. The catalyst class is: 108.